This data is from Reaction yield outcomes from USPTO patents with 853,638 reactions. The task is: Predict the reaction yield, written as a fraction of the theoretical maximum amount of product (1.0 means a 100% yield; for example, 0.34 means a 34% yield). (1) The reactants are [C:1]([O:5][C:6]([NH:8][C@@H:9]([CH2:13][CH:14]([CH3:16])[CH3:15])[C:10](O)=[O:11])=[O:7])([CH3:4])([CH3:3])[CH3:2].C(OC(OC(C)(C)C)=O)(OC(C)(C)C)=O.[N:32]1C=CC=CC=1.[OH-].[NH4+]. The catalyst is CC#N. The product is [NH2:32][C:10](=[O:11])[C@@H:9]([NH:8][C:6](=[O:7])[O:5][C:1]([CH3:4])([CH3:3])[CH3:2])[CH2:13][CH:14]([CH3:16])[CH3:15]. The yield is 0.860. (2) The reactants are [CH3:1][C@:2]12[C@@:19]3([CH3:20])[C@@H:10]([C@:11]4([CH3:33])[C@@H:16]([CH2:17][CH2:18]3)[C:15]([CH3:22])([CH3:21])[C:14]([C:23]3[CH:32]=[CH:31][C:26]([C:27]([O:29]C)=[O:28])=[CH:25][CH:24]=3)=[CH:13][CH2:12]4)[CH2:9][CH2:8][C@@H:7]1[C@H:6]1[C@H:34]([C:37]([CH3:39])=[CH2:38])[CH2:35][CH2:36][C@:5]1([NH:40][CH2:41][CH2:42][N:43]1[CH2:48][CH2:47][NH:46][CH2:45][CH2:44]1)[CH2:4][CH2:3]2.[OH-].[Na+]. The catalyst is O1CCOCC1. The product is [CH3:1][C@:2]12[C@@:19]3([CH3:20])[C@@H:10]([C@:11]4([CH3:33])[C@@H:16]([CH2:17][CH2:18]3)[C:15]([CH3:21])([CH3:22])[C:14]([C:23]3[CH:32]=[CH:31][C:26]([C:27]([OH:29])=[O:28])=[CH:25][CH:24]=3)=[CH:13][CH2:12]4)[CH2:9][CH2:8][C@@H:7]1[C@H:6]1[C@H:34]([C:37]([CH3:39])=[CH2:38])[CH2:35][CH2:36][C@:5]1([NH:40][CH2:41][CH2:42][N:43]1[CH2:44][CH2:45][NH:46][CH2:47][CH2:48]1)[CH2:4][CH2:3]2. The yield is 0.310.